Predict the reaction yield, written as a fraction of the theoretical maximum amount of product (1.0 means a 100% yield; for example, 0.34 means a 34% yield). From a dataset of Reaction yield outcomes from USPTO patents with 853,638 reactions. The reactants are [N:1]1([C:6]2[N:11]=[CH:10][C:9]([CH:12]=[CH:13][CH2:14][OH:15])=[CH:8][CH:7]=2)[CH:5]=[CH:4][CH:3]=[N:2]1. The catalyst is CC(C)=O.O=[Mn]=O. The product is [N:1]1([C:6]2[N:11]=[CH:10][C:9]([CH:12]=[CH:13][CH:14]=[O:15])=[CH:8][CH:7]=2)[CH:5]=[CH:4][CH:3]=[N:2]1. The yield is 0.430.